This data is from Full USPTO retrosynthesis dataset with 1.9M reactions from patents (1976-2016). The task is: Predict the reactants needed to synthesize the given product. (1) Given the product [CH2:13]([S:20][C:8](=[S:22])[C:7]1[CH:11]=[CH:12][C:4]([N+:1]([O-:3])=[O:2])=[CH:5][CH:6]=1)[C:14]1[CH:19]=[CH:18][CH:17]=[CH:16][CH:15]=1, predict the reactants needed to synthesize it. The reactants are: [N+:1]([C:4]1[CH:12]=[CH:11][C:7]([C:8](O)=O)=[CH:6][CH:5]=1)([O-:3])=[O:2].[CH2:13]([SH:20])[C:14]1[CH:19]=[CH:18][CH:17]=[CH:16][CH:15]=1.P12(SP3(SP(SP(S3)(S1)=S)(=S)S2)=S)=[S:22]. (2) Given the product [CH:38]([N:12]1[CH2:11][CH2:10][N:9]([CH2:13][C:14]2[CH:19]=[CH:18][C:17]([C:20]3[CH:25]=[C:24]([CH3:26])[CH:23]=[CH:22][C:21]=3[Cl:27])=[CH:16][CH:15]=2)[CH2:8][CH:7]1[C:1]1[CH:2]=[CH:3][CH:4]=[CH:5][CH:6]=1)([CH3:39])[CH3:42], predict the reactants needed to synthesize it. The reactants are: [C:1]1([CH:7]2[NH:12][CH2:11][CH2:10][N:9]([CH2:13][C:14]3[CH:19]=[CH:18][C:17]([C:20]4[CH:25]=[C:24]([CH3:26])[CH:23]=[CH:22][C:21]=4[Cl:27])=[CH:16][CH:15]=3)[CH2:8]2)[CH:6]=[CH:5][CH:4]=[CH:3][CH:2]=1.C(O[BH-](O[C:38](=O)[CH3:39])OC(=O)C)(=O)C.[Na+].[C:42](O)(=O)C. (3) The reactants are: [N+:1]([C:4]1[CH:5]=[N:6][C:7]2[C:12]([C:13]=1[NH:14][CH2:15][CH2:16][O:17][CH2:18][CH2:19][NH:20][C:21](=[O:27])[O:22][C:23]([CH3:26])([CH3:25])[CH3:24])=[CH:11][CH:10]=[CH:9][CH:8]=2)([O-])=O. Given the product [NH2:1][C:4]1[CH:5]=[N:6][C:7]2[C:12]([C:13]=1[NH:14][CH2:15][CH2:16][O:17][CH2:18][CH2:19][NH:20][C:21](=[O:27])[O:22][C:23]([CH3:25])([CH3:24])[CH3:26])=[CH:11][CH:10]=[CH:9][CH:8]=2, predict the reactants needed to synthesize it. (4) Given the product [C:11]([O:10][C:8](=[O:9])[CH2:7][N:6]1[C:5]2[CH:15]=[CH:16][CH:17]=[CH:18][C:4]=2[N:3]=[C:2]1[S:1][CH2:20][CH2:21][O:22][C:23]1[CH:28]=[CH:27][CH:26]=[CH:25][CH:24]=1)([CH3:13])([CH3:14])[CH3:12], predict the reactants needed to synthesize it. The reactants are: [SH:1][C:2]1[N:6]([CH2:7][C:8]([O:10][C:11]([CH3:14])([CH3:13])[CH3:12])=[O:9])[C:5]2[CH:15]=[CH:16][CH:17]=[CH:18][C:4]=2[N:3]=1.Br[CH2:20][CH2:21][O:22][C:23]1[CH:28]=[CH:27][CH:26]=[CH:25][CH:24]=1.C([O-])([O-])=O.[K+].[K+]. (5) Given the product [OH:2][C:3]1[CH:4]=[C:5]([CH:11]=[CH:12][C:13](=[O:26])[CH:14]=[CH:15][C:16]2[CH:21]=[CH:20][C:19]([OH:22])=[C:18]([OH:24])[CH:17]=2)[CH:6]=[CH:7][C:8]=1[OH:9], predict the reactants needed to synthesize it. The reactants are: C[O:2][C:3]1[CH:4]=[C:5]([CH:11]=[CH:12][C:13](=[O:26])[CH:14]=[CH:15][C:16]2[CH:21]=[CH:20][C:19]([O:22]C)=[C:18]([O:24]C)[CH:17]=2)[CH:6]=[CH:7][C:8]=1[O:9]C.B(Br)(Br)Br.Cl. (6) Given the product [CH2:1]([O:3][C:4]([N:6]1[CH2:11][CH2:10][CH:9]([N:12]2[C:13]3=[N:14][C:15]([N:20]([CH3:21])[CH3:22])=[CH:16][CH:17]=[C:18]3[NH:19][C:28]2=[O:29])[CH2:8][CH2:7]1)=[O:5])[CH3:2], predict the reactants needed to synthesize it. The reactants are: [CH2:1]([O:3][C:4]([N:6]1[CH2:11][CH2:10][CH:9]([NH:12][C:13]2[C:18]([NH2:19])=[CH:17][CH:16]=[C:15]([N:20]([CH3:22])[CH3:21])[N:14]=2)[CH2:8][CH2:7]1)=[O:5])[CH3:2].C1N=CN([C:28](N2C=NC=C2)=[O:29])C=1.